This data is from NCI-60 drug combinations with 297,098 pairs across 59 cell lines. The task is: Regression. Given two drug SMILES strings and cell line genomic features, predict the synergy score measuring deviation from expected non-interaction effect. (1) Drug 1: CC12CCC(CC1=CCC3C2CCC4(C3CC=C4C5=CN=CC=C5)C)O. Drug 2: C(CCl)NC(=O)N(CCCl)N=O. Cell line: RPMI-8226. Synergy scores: CSS=54.8, Synergy_ZIP=6.99, Synergy_Bliss=9.19, Synergy_Loewe=3.20, Synergy_HSA=8.29. (2) Drug 1: C1=CC(=CC=C1CCC2=CNC3=C2C(=O)NC(=N3)N)C(=O)NC(CCC(=O)O)C(=O)O. Drug 2: C1C(C(OC1N2C=C(C(=O)NC2=O)F)CO)O. Cell line: HS 578T. Synergy scores: CSS=52.9, Synergy_ZIP=11.2, Synergy_Bliss=11.1, Synergy_Loewe=13.8, Synergy_HSA=16.5. (3) Drug 1: CC1=C2C(C(=O)C3(C(CC4C(C3C(C(C2(C)C)(CC1OC(=O)C(C(C5=CC=CC=C5)NC(=O)OC(C)(C)C)O)O)OC(=O)C6=CC=CC=C6)(CO4)OC(=O)C)O)C)O. Synergy scores: CSS=2.08, Synergy_ZIP=4.27, Synergy_Bliss=4.72, Synergy_Loewe=4.42, Synergy_HSA=4.25. Drug 2: C1=CN(C=N1)CC(O)(P(=O)(O)O)P(=O)(O)O. Cell line: IGROV1. (4) Synergy scores: CSS=3.36, Synergy_ZIP=0.486, Synergy_Bliss=2.43, Synergy_Loewe=-1.52, Synergy_HSA=-1.99. Cell line: T-47D. Drug 2: CC12CCC3C(C1CCC2OP(=O)(O)O)CCC4=C3C=CC(=C4)OC(=O)N(CCCl)CCCl.[Na+]. Drug 1: C1=CC(=CC=C1C#N)C(C2=CC=C(C=C2)C#N)N3C=NC=N3. (5) Cell line: UACC-257. Synergy scores: CSS=7.13, Synergy_ZIP=-2.08, Synergy_Bliss=-0.552, Synergy_Loewe=-1.32, Synergy_HSA=-1.41. Drug 2: CC(C)CN1C=NC2=C1C3=CC=CC=C3N=C2N. Drug 1: CC1=C(C(CCC1)(C)C)C=CC(=CC=CC(=CC(=O)O)C)C.